The task is: Regression. Given a target protein amino acid sequence and a drug SMILES string, predict the binding affinity score between them. We predict pIC50 (pIC50 = -log10(IC50 in M); higher means more potent). Dataset: bindingdb_ic50.. This data is from Drug-target binding data from BindingDB using IC50 measurements. (1) The small molecule is CC(C)Oc1ccc(-c2cnc3c(-c4ccnc5ccccc45)cnn3c2)cc1. The target protein (P36895) has sequence MTQLYTYIRLLGACLFIISHVQGQNLDSMLHGTGMKSDLDQKKPENGVTLAPEDTLPFLKCYCSGHCPDDAINNTCITNGHCFAIIEEDDQGETTLTSGCMKYEGSDFQCKDSPKAQLRRTIECCRTNLCNQYLQPTLPPVVIGPFFDGSIRWLVVLISMAVCIVAMIIFSSCFCYKHYCKSISSRGRYNRDLEQDEAFIPVGESLKDLIDQSQSSGSGSGLPLLVQRTIAKQIQMVRQVGKGRYGEVWMGKWRGEKVAVKVFFTTEEASWFRETEIYQTVLMRHENILGFIAADIKGTGSWTQLYLITDYHENGSLYDFLKCATLDTRALLKLAYSAACGLCHLHTEIYGTQGKPAIAHRDLKSKNILIKKNGSCCIADLGLAVKFNSDTNEVDIPLNTRVGTKRYMAPEVLDESLNKNHFQPYIMADIYSFGLIIWEMARRCITGGIVEEYQLPYYNMVPSDPSYEDMREVVCVKRLRPIVSNRWNSDECLRAVLKLM.... The pIC50 is 6.6. (2) The compound is C=CC(=O)Nc1ccc2ncnc(Nc3cccc(Br)c3)c2c1. The target protein sequence is GHMQTQGLAKDAWEIPRESLRLEVKLGQGCFGEVWMGTWNGTTRVAIKTLKPGTMSPEAFLQEAQVMKKLRHEKLVQLYAVVSEEPIYIVMEYMSKGCLLDFLKGEMGKYLRLPQLVDMAAQIASGMAYVERMNYVHRDLRAANILVGENLVCKVADFGLARLIEDNEYTARQGAKFPIKWTAPEAALYGRFTIKSDVWSFGILLTELTTKGRVPYPGMVNREVLDQVERGYRMPCPPECPESLHDLMCQCWRKDPEERPTFEYLQAFLEDYFTSTEPQYQPGENL. The pIC50 is 5.5. (3) The compound is CN1CCN(Cc2ccc(NC(=O)Nc3ccc(Oc4ccnc(N)n4)cc3)cc2C(F)(F)F)CC1. The target protein sequence is MENFQKVEKIGEGTYGVVYKARNKLTGEVVALKKIRXDTETEGVPSTAIREISLLKELNHPNIVKLLDVIHTENKLYLVMEFLHQDLKKFMDASALTGIPLPLIKSYLFQLLQGLAFCHSHRVLHRDLKPQNLLINTEGAIKLADFGLARAFGVPVRTYTHEVVTLWYRAPEILLGCKYYSTAVDIWSLGCIFAEMVTRRALFPGDSEIDQLFRIFRTLGTPDEVVWPGVTSMPDYKPSFPKWARQDFSKVVPPLDEDGRSLLSQMLHYDPNKRISAKAALAHPFFQDVTKPVPHLRL. The pIC50 is 5.0. (4) The pIC50 is 5.8. The drug is O=C1NC(=O)[C@@]2(CCOc3ccc(F)cc32)N1. The target protein (P51635) has sequence MTASSVLLHTGQKMPLIGLGTWKSEPGQVKAAIKYALSVGYRHIDCASVYGNETEIGEALKESVGAGKAVPREELFVTSKLWNTKHHPEDVEPAVRKTLADLQLEYLDLYLMHWPYAFERGDNPFPKNADGTVKYDSTHYKETWKALEALVAKGLVKALGLSNFSSRQIDDVLSVASVRPAVLQVECHPYLAQNELIAHCQARGLEVTAYSPLGSSDRAWRHPDEPVLLEEPVVLALAEKHGRSPAQILLRWQVQRKVICIPKSITPSRILQNIQVFDFTFSPEEMKQLDALNKNWRYIVPMITVDGKRVPRDAGHPLYPFNDPY. (5) The target protein (Q9GZU7) has sequence MDSSAVITQISKEEARGPLRGKGDQKSAASQKPRSRGILHSLFCCVCRDDGEALPAHSGAPLLVEENGAIPKQTPVQYLLPEAKAQDSDKICVVIDLDETLVHSSFKPVNNADFIIPVEIDGVVHQVYVLKRPHVDEFLQRMGELFECVLFTASLAKYADPVADLLDKWGAFRARLFRESCVFHRGNYVKDLSRLGRDLRRVLILDNSPASYVFHPDNAVPVASWFDNMSDTELHDLLPFFEQLSRVDDVYSVLRQPRPGS. The pIC50 is 4.9. The compound is Cc1cc(C(=O)COC(=O)c2cc(Cl)c(O)c(Cl)c2)c(C)n1C. (6) The drug is O=C(Nc1cccnc1)c1ccc2cc3n(c2c1)CCCNC3=O. The target protein sequence is QQFPQFHVKSGLQIKKNAIIDDYKVTSQVLGLGINGKVLQIFNKRTQEKFALKMLQDCPKARREVELHWRASQCPHIVRIVDVYENLYAGRKCLLIVMECLDGGELFSRIQDRGDQAFTEREASEIMKSIGEAIQYLHSINIAHRDVKPENLLYTSKRPNAILKLTDFGFAKETTSHNSLTTPCYTPYYVAPEVLGPEKYDKSCDMWSLGVIMYILLCGYPPFYSNHGLAISPGMKTRIRMGQYEFPNPEWSEVSEEVKMLIRNLLKTEPTQRMTITEFMNHPWIMQSTKVPQTPLHTSRVLKEDKERWEDVKEEMTSALATMR. The pIC50 is 6.6. (7) The compound is N#Cc1cnc(NC(=O)N2CCCc3ccc(C=O)nc32)cc1N1CCOCC1. The target protein sequence is GLYRGQALHGRHPRPPATVQKLSRFPLARQFSLESGSSGKSSSSLVRGVRLSSSGPALLAGLVSLDLPLDPLWEFPRDRLVLGKPLGEGCFGQVVRAEAFGMDPARPDQASTVAVKMLKDNASDKDLADLVSEMEVMKLIGRHKNIINLLGVCTQEGPLYVIVECAAKGNLREFLRARRPPGPDLSPDGPRSSEGPLSFPVLVSCAYQVARGMQYLESRKCIHRDLAARNVLVTEDNVMKIADFGLARGVHHIDYYKKTSNGRLPVKWMAPEALFDRVYTHQSDVWSFGILLWEIFTLGGSPYPGIPVEELFSLLREGHRMDRPPHCPPELYGLMRECWHAAPSQRPTFKQLVEALDKVLLAVSEEYLDLRLTFGPYSPSGGDASSTCSSSDSVFSHDPLPLGSSSFPFGSGVQT. The pIC50 is 7.6. (8) The pIC50 is 5.5. The drug is COc1ccc(OC)c(-c2cncc(C(CC(=O)O)c3nnc(C)o3)c2)c1. The target protein sequence is APDQDEIQRLPGLAKQPSFRQYSGYLKGSGSKHLHYWFVESQKDPENSPVVLWLNGGPGCSSLDGLLTEHGPFLVQPDGVTLEYNPYSWNLIANVLYLESPAGVGFSYSDDKFYATNDTEVAQSNFEALQDFFRLFPEYKNNKLFLTGESYAGIYIPTLAVLVMQDPSMNLQGLAVGNGLSSYEQNDNSLVYFAYYHGLLGNRLWSSLQTHCCSQNKCNFYDNKDLECVTNLQEVARIVGNSGLNIYNLYAPCAGGVPSHFRYEKDTVVVQDLGNIFTRLPLKRMWHQALLRSGDKVRMDPPCTNTTAASTYLNNPYVRKALNIPEQLPQWDMCNFLVNLQYRRLYRSMNSQYLKLLSSQKYQILLYNGDVDMACNFMGDEWFVDSLNQKMEVQRRPWLVKYGDSGEQIAGFVKEFSHIAFLTIKGAGHMVPTDKPLAAFTMFSRFLNKQPY. (9) The small molecule is O=P(O)(O)C(O)(Cn1ccnc1)P(=O)(O)O. The target protein sequence is MNLEKINELTAQDMAGVNAAILEQLNSDVQLINQLGYYIVSGGGKRIRPMIAVLAARAVGYEGNAHVTIAALIEFIHTATLLHDDVVDESDMRRGKATANAAFGNAASVLVGDFIYTRAFQMMTSLGSLKVLEVMSEAVNVIAEGEVLQLMNVNDPDITEENYMRVIYSKTARLFEAAAQCSGILAGCTPEEEKGLQDYGRYLGTAFQLIDDLLDYNADGEQLGKNVGDDLNEGKPTLPLLHAMHHGTPEQAQMIRTAIEQGNGRHLLEPVLEAMNACGSLEWTRQRAEEEADKAIAALQVLPDTPWREALIGLAHIAVQRDR. The pIC50 is 6.5.